The task is: Predict which catalyst facilitates the given reaction.. This data is from Catalyst prediction with 721,799 reactions and 888 catalyst types from USPTO. (1) Reactant: O1[C:5]2([CH2:10][CH2:9][C:8](=[O:11])[CH2:7][CH2:6]2)OCC1.[C:12]([CH2:14][C:15]([O:17]C(C)(C)C)=[O:16])#[N:13].C([O-])(=O)C.[NH4+].C(O)(=O)C. Product: [C:12]([C:14](=[C:5]1[CH2:6][CH2:7][C:8](=[O:11])[CH2:9][CH2:10]1)[C:15]([OH:17])=[O:16])#[N:13]. The catalyst class is: 93. (2) Reactant: Cl.[NH2:2][C@H:3]([CH:19]([CH3:21])[CH3:20])[C:4]([N:6]1[CH2:11][CH2:10][CH:9]([C:12]2[CH:17]=[CH:16][C:15]([Cl:18])=[CH:14][CH:13]=2)[CH2:8][CH2:7]1)=[O:5].CCN(C(C)C)C(C)C.[Cl:31][CH2:32][C:33]1[CH:34]=[C:35]([CH:39]=[CH:40][CH:41]=1)[C:36](Cl)=[O:37]. The catalyst class is: 2. Product: [Cl:31][CH2:32][C:33]1[CH:34]=[C:35]([CH:39]=[CH:40][CH:41]=1)[C:36]([NH:2][C@H:3]([CH:19]([CH3:21])[CH3:20])[C:4]([N:6]1[CH2:11][CH2:10][CH:9]([C:12]2[CH:13]=[CH:14][C:15]([Cl:18])=[CH:16][CH:17]=2)[CH2:8][CH2:7]1)=[O:5])=[O:37]. (3) Reactant: [Cl:1][C:2]1[N:11]=[C:10](Cl)[C:9]2[C:4](=[CH:5][CH:6]=[C:7]([Cl:13])[CH:8]=2)[N:3]=1.O.[NH2:15][NH2:16]. Product: [Cl:1][C:2]1[N:11]=[C:10]([NH:15][NH2:16])[C:9]2[C:4](=[CH:5][CH:6]=[C:7]([Cl:13])[CH:8]=2)[N:3]=1. The catalyst class is: 8. (4) Reactant: [F:1][C:2]([F:30])([F:29])[C:3]1[CH:4]=[C:5]([C:13]2[N:17]=[CH:16][N:15](/[CH:18]=[C:19](\[C:23]3[CH:24]=[N:25][CH:26]=[CH:27][CH:28]=3)/[C:20]([NH2:22])=O)[N:14]=2)[CH:6]=[C:7]([C:9]([F:12])([F:11])[F:10])[CH:8]=1.P(Cl)(Cl)(Cl)=O.O. Product: [F:30][C:2]([F:1])([F:29])[C:3]1[CH:4]=[C:5]([C:13]2[N:17]=[CH:16][N:15](/[CH:18]=[C:19](\[C:23]3[CH:24]=[N:25][CH:26]=[CH:27][CH:28]=3)/[C:20]#[N:22])[N:14]=2)[CH:6]=[C:7]([C:9]([F:10])([F:11])[F:12])[CH:8]=1. The catalyst class is: 9. (5) Reactant: C[Si]([N-][Si](C)(C)C)(C)C.[Na+].[CH3:11][C:12]1[N:13]([C:18]2[N:23]=[C:22]([CH3:24])[CH:21]=[CH:20][N:19]=2)[C:14]([CH3:17])=[CH:15][CH:16]=1.[C:25](=[O:27])=[O:26].Cl. Product: [CH3:17][C:14]1[N:13]([C:18]2[N:23]=[C:22]([CH2:24][C:25]([OH:27])=[O:26])[CH:21]=[CH:20][N:19]=2)[C:12]([CH3:11])=[CH:16][CH:15]=1. The catalyst class is: 253. (6) Reactant: [Cl:1][C:2]1[C:3]([CH3:34])=[C:4]([N:8]([CH2:21][C:22]([NH:24][CH2:25][C:26]2[CH:31]=[CH:30][C:29]([O:32][CH3:33])=[CH:28][CH:27]=2)=[O:23])[S:9]([C:12]2[CH:20]=[CH:19][C:15]([C:16](O)=[O:17])=[CH:14][CH:13]=2)(=[O:11])=[O:10])[CH:5]=[CH:6][CH:7]=1.ClC(OCC)=O.[BH4-].[Na+].Cl. Product: [Cl:1][C:2]1[C:3]([CH3:34])=[C:4]([N:8]([S:9]([C:12]2[CH:13]=[CH:14][C:15]([CH2:16][OH:17])=[CH:19][CH:20]=2)(=[O:11])=[O:10])[CH2:21][C:22]([NH:24][CH2:25][C:26]2[CH:27]=[CH:28][C:29]([O:32][CH3:33])=[CH:30][CH:31]=2)=[O:23])[CH:5]=[CH:6][CH:7]=1. The catalyst class is: 531. (7) Reactant: [C:1](OCC)(=O)CC(OCC)=O.[H-].[Na+].[Cl:14][C:15]1[CH:23]=[CH:22][C:18]([C:19](Cl)=[O:20])=[C:17]([N+:24]([O-:26])=[O:25])[CH:16]=1. Product: [Cl:14][C:15]1[CH:23]=[CH:22][C:18]([C:19](=[O:20])[CH3:1])=[C:17]([N+:24]([O-:26])=[O:25])[CH:16]=1. The catalyst class is: 1. (8) Reactant: CC(OC(/N=N/C(OC(C)C)=O)=O)C.[OH:15][CH:16]1[CH2:33][CH:32]2[CH:18]([C:19](=[O:45])[N:20]([CH3:44])[CH2:21][CH2:22][CH2:23][CH2:24][CH:25]=[CH:26][CH:27]3[C:29]([C:35]([NH:37][S:38]([CH:41]4[CH2:43][CH2:42]4)(=[O:40])=[O:39])=[O:36])([NH:30][C:31]2=[O:34])[CH2:28]3)[CH2:17]1.[CH:46]([C:49]1[N:50]=[C:51]([C:54]2[CH:63]=[C:62](O)[C:61]3[C:56](=[CH:57][C:58]([O:65][CH3:66])=[CH:59][CH:60]=3)[N:55]=2)[S:52][CH:53]=1)([CH3:48])[CH3:47].C1C=CC(P(C2C=CC=CC=2)C2C=CC=CC=2)=CC=1. Product: [CH:46]([C:49]1[N:50]=[C:51]([C:54]2[CH:63]=[C:62]([O:15][CH:16]3[CH2:33][CH:32]4[CH:18]([C:19](=[O:45])[N:20]([CH3:44])[CH2:21][CH2:22][CH2:23][CH2:24][CH:25]=[CH:26][CH:27]5[C:29]([C:35]([NH:37][S:38]([CH:41]6[CH2:42][CH2:43]6)(=[O:40])=[O:39])=[O:36])([NH:30][C:31]4=[O:34])[CH2:28]5)[CH2:17]3)[C:61]3[C:56](=[CH:57][C:58]([O:65][CH3:66])=[CH:59][CH:60]=3)[N:55]=2)[S:52][CH:53]=1)([CH3:48])[CH3:47]. The catalyst class is: 1. (9) Reactant: [O:1]=[C:2]1[NH:6][CH:5]([CH2:7][C:8]([O:10][CH3:11])=[O:9])[C:4](=[O:12])[NH:3]1.[CH3:13][C:14]1[CH:21]=[CH:20][C:17]([CH2:18]Br)=[CH:16][CH:15]=1.[O-]S([O-])(=O)=O.[Mg+2].C([O-])([O-])=O.[K+].[K+]. Product: [CH3:11][O:10][C:8](=[O:9])[CH2:7][CH:5]1[C:4](=[O:12])[N:3]([CH2:13][C:14]2[CH:21]=[CH:20][C:17]([CH3:18])=[CH:16][CH:15]=2)[C:2](=[O:1])[NH:6]1. The catalyst class is: 3. (10) Reactant: [NH3:1].CS([C:5]1[N:10]=[C:9]([N:11]2[C:19]3[C:14](=[CH:15][CH:16]=[C:17]([C:20]4[CH:25]=[CH:24][CH:23]=[C:22]([N+:26]([O-:28])=[O:27])[CH:21]=4)[CH:18]=3)[CH:13]=[CH:12]2)[CH:8]=[CH:7][N:6]=1)=O.O. Product: [N+:26]([C:22]1[CH:21]=[C:20]([C:17]2[CH:18]=[C:19]3[C:14]([CH:13]=[CH:12][N:11]3[C:9]3[CH:8]=[CH:7][N:6]=[C:5]([NH2:1])[N:10]=3)=[CH:15][CH:16]=2)[CH:25]=[CH:24][CH:23]=1)([O-:28])=[O:27]. The catalyst class is: 32.